Dataset: Peptide-MHC class II binding affinity with 134,281 pairs from IEDB. Task: Regression. Given a peptide amino acid sequence and an MHC pseudo amino acid sequence, predict their binding affinity value. This is MHC class II binding data. (1) The peptide sequence is TNLKVQLIRMAEAEM. The binding affinity (normalized) is 0.594. The MHC is DRB1_0801 with pseudo-sequence DRB1_0801. (2) The peptide sequence is GGGQIVGGVYLLPRR. The MHC is HLA-DQA10102-DQB10602 with pseudo-sequence HLA-DQA10102-DQB10602. The binding affinity (normalized) is 0. (3) The MHC is DRB1_1501 with pseudo-sequence DRB1_1501. The binding affinity (normalized) is 0.316. The peptide sequence is GELQHVDKIDAAFKI. (4) The peptide sequence is YESYKFIPALEAA. The MHC is DRB1_0901 with pseudo-sequence DRB1_0901. The binding affinity (normalized) is 0.653. (5) The peptide sequence is APEVKKTVFETALKK. The MHC is HLA-DQA10501-DQB10201 with pseudo-sequence HLA-DQA10501-DQB10201. The binding affinity (normalized) is 0.250.